Dataset: Catalyst prediction with 721,799 reactions and 888 catalyst types from USPTO. Task: Predict which catalyst facilitates the given reaction. (1) Reactant: [O:1]1[C:6]2[CH:7]=[CH:8][CH:9]=[CH:10][C:5]=2[O:4][CH2:3][CH:2]1[CH2:11][O:12][C:13]1[C:22]2[C:17](=[CH:18][CH:19]=[CH:20][CH:21]=2)[CH:16]=[CH:15][C:14]=1[C:23](O)=[O:24].ON1C2C=CC=CC=2N=N1.Cl.C(N=C=NCCCN(C)C)C.C(N(CC)C(C)C)(C)C.Cl.[CH3:58][O:59][C:60]([C:62]1([NH2:67])[CH2:66][CH2:65][CH2:64][CH2:63]1)=[O:61]. Product: [CH3:58][O:59][C:60]([C:62]1([NH:67][C:23]([C:14]2[CH:15]=[CH:16][C:17]3[C:22](=[CH:21][CH:20]=[CH:19][CH:18]=3)[C:13]=2[O:12][CH2:11][CH:2]2[O:1][C:6]3[CH:7]=[CH:8][CH:9]=[CH:10][C:5]=3[O:4][CH2:3]2)=[O:24])[CH2:66][CH2:65][CH2:64][CH2:63]1)=[O:61]. The catalyst class is: 3. (2) Reactant: [CH3:1][C:2]1[N:6]([CH2:7][CH2:8][CH2:9][C:10]2[CH:15]=[CH:14][C:13]([CH2:16][CH2:17][CH2:18][CH2:19][CH3:20])=[CH:12][CH:11]=2)[C:5]([C:21]2[CH:26]=[CH:25][C:24]([OH:27])=[CH:23][CH:22]=2)=[CH:4][CH:3]=1.O[C@@H:29]([CH2:35][C:36]1[CH:41]=[CH:40][CH:39]=[CH:38][CH:37]=1)[C:30]([O:32][CH2:33][CH3:34])=[O:31].N(C(N1CCCCC1)=O)=NC(N1CCCCC1)=O.C1(P(C2C=CC=CC=2)C2C=CC=CC=2)C=CC=CC=1. Product: [CH3:1][C:2]1[N:6]([CH2:7][CH2:8][CH2:9][C:10]2[CH:15]=[CH:14][C:13]([CH2:16][CH2:17][CH2:18][CH2:19][CH3:20])=[CH:12][CH:11]=2)[C:5]([C:21]2[CH:22]=[CH:23][C:24]([O:27][C@H:29]([CH2:35][C:36]3[CH:37]=[CH:38][CH:39]=[CH:40][CH:41]=3)[C:30]([O:32][CH2:33][CH3:34])=[O:31])=[CH:25][CH:26]=2)=[CH:4][CH:3]=1. The catalyst class is: 93.